This data is from Reaction yield outcomes from USPTO patents with 853,638 reactions. The task is: Predict the reaction yield, written as a fraction of the theoretical maximum amount of product (1.0 means a 100% yield; for example, 0.34 means a 34% yield). (1) The reactants are [C:1]([CH2:6][C:7]([O:9][CH3:10])=[O:8])(=[O:5])[CH:2]([CH3:4])[CH3:3].C[O-].[Na+].CO.[Cl:16][C:17]1[C:22]([C:23](Cl)=[N:24]O)=[C:21]([Cl:27])[CH:20]=[CH:19][N:18]=1. The catalyst is C1COCC1. The product is [Cl:16][C:17]1[C:22]([C:23]2[C:6]([C:7]([O:9][CH3:10])=[O:8])=[C:1]([CH:2]([CH3:4])[CH3:3])[O:5][N:24]=2)=[C:21]([Cl:27])[CH:20]=[CH:19][N:18]=1. The yield is 0.660. (2) The reactants are [CH2:1]([O:8][C:9](=[O:19])[NH:10][CH2:11][C@H:12]([NH2:18])[C@@H:13]([OH:17])[C:14]#[C:15][CH3:16])[C:2]1[CH:7]=[CH:6][CH:5]=[CH:4][CH:3]=1.[CH3:20][CH:21]([C:25]([OH:27])=O)[C:22](O)=[O:23].[F:28][C:29]([F:38])([F:37])[C:30]1[CH:31]=[C:32]([CH:34]=[CH:35][CH:36]=1)[NH2:33].C(N(CC)C(C)C)(C)C.CN(C(ON1N=NC2C=CC=NC1=2)=[N+](C)C)C.F[P-](F)(F)(F)(F)F. The product is [CH2:1]([O:8][C:9](=[O:19])[NH:10][CH2:11][C@H:12]([NH:18][C:22](=[O:23])[CH:21]([C:25](=[O:27])[NH:33][C:32]1[CH:34]=[CH:35][CH:36]=[C:30]([C:29]([F:28])([F:37])[F:38])[CH:31]=1)[CH3:20])[C@@H:13]([OH:17])[C:14]#[C:15][CH3:16])[C:2]1[CH:3]=[CH:4][CH:5]=[CH:6][CH:7]=1. The yield is 0.170. The catalyst is C(Cl)Cl.CN(C=O)C. (3) The reactants are [CH3:1][C:2]1[CH:3]=[C:4]([C:11]2[NH:12][CH:13]=[CH:14][N:15]=2)[CH:5]=[CH:6][C:7]=1[N+:8]([O-])=O. The catalyst is CCO.CO.[Pd]. The product is [NH:12]1[CH:13]=[CH:14][N:15]=[C:11]1[C:4]1[CH:5]=[CH:6][C:7]([NH2:8])=[C:2]([CH3:1])[CH:3]=1. The yield is 0.990. (4) The reactants are [NH2:1][CH2:2][C@@H:3]1[O:7][C:6](=[O:8])[N:5]([C:9]2[CH:14]=[CH:13][C:12]([CH:15]3[CH2:20][CH2:19][S:18](=[O:22])(=[O:21])[CH2:17][CH2:16]3)=[C:11]([F:23])[CH:10]=2)[CH2:4]1.[C:24](Cl)(=[O:36])[O:25][CH2:26][O:27][C:28](=[O:35])[C:29]1[CH:34]=[CH:33][CH:32]=[CH:31][CH:30]=1. The catalyst is ClCCl. The product is [O:22]=[S:18]1(=[O:21])[CH2:19][CH2:20][CH:15]([C:12]2[CH:13]=[CH:14][C:9]([N:5]3[CH2:4][C@H:3]([CH2:2][NH:1][C:24]([O:25][CH2:26][O:27][C:28](=[O:35])[C:29]4[CH:34]=[CH:33][CH:32]=[CH:31][CH:30]=4)=[O:36])[O:7][C:6]3=[O:8])=[CH:10][C:11]=2[F:23])[CH2:16][CH2:17]1. The yield is 0.980.